From a dataset of NCI-60 drug combinations with 297,098 pairs across 59 cell lines. Regression. Given two drug SMILES strings and cell line genomic features, predict the synergy score measuring deviation from expected non-interaction effect. (1) Drug 1: CC(C)(C#N)C1=CC(=CC(=C1)CN2C=NC=N2)C(C)(C)C#N. Drug 2: CN(CCCl)CCCl.Cl. Cell line: OVCAR3. Synergy scores: CSS=7.52, Synergy_ZIP=-1.44, Synergy_Bliss=6.78, Synergy_Loewe=5.36, Synergy_HSA=2.16. (2) Drug 1: CC1C(C(CC(O1)OC2CC(CC3=C2C(=C4C(=C3O)C(=O)C5=C(C4=O)C(=CC=C5)OC)O)(C(=O)CO)O)N)O.Cl. Drug 2: C1CNP(=O)(OC1)N(CCCl)CCCl. Cell line: M14. Synergy scores: CSS=-6.18, Synergy_ZIP=3.21, Synergy_Bliss=1.64, Synergy_Loewe=-5.11, Synergy_HSA=-4.90. (3) Drug 1: C1C(C(OC1N2C=C(C(=O)NC2=O)F)CO)O. Drug 2: CC1=C2C(C(=O)C3(C(CC4C(C3C(C(C2(C)C)(CC1OC(=O)C(C(C5=CC=CC=C5)NC(=O)OC(C)(C)C)O)O)OC(=O)C6=CC=CC=C6)(CO4)OC(=O)C)O)C)O. Cell line: MCF7. Synergy scores: CSS=14.3, Synergy_ZIP=-8.26, Synergy_Bliss=-0.732, Synergy_Loewe=-5.68, Synergy_HSA=0.231. (4) Drug 1: CN(C)C1=NC(=NC(=N1)N(C)C)N(C)C. Drug 2: CC1=C(C(CCC1)(C)C)C=CC(=CC=CC(=CC(=O)O)C)C. Cell line: LOX IMVI. Synergy scores: CSS=4.06, Synergy_ZIP=-4.34, Synergy_Bliss=-2.53, Synergy_Loewe=-0.117, Synergy_HSA=0.768. (5) Drug 1: C1CCC(CC1)NC(=O)N(CCCl)N=O. Drug 2: C1CN(P(=O)(OC1)NCCCl)CCCl. Cell line: HCT-15. Synergy scores: CSS=34.9, Synergy_ZIP=2.54, Synergy_Bliss=3.91, Synergy_Loewe=2.47, Synergy_HSA=2.54. (6) Drug 1: CC1OCC2C(O1)C(C(C(O2)OC3C4COC(=O)C4C(C5=CC6=C(C=C35)OCO6)C7=CC(=C(C(=C7)OC)O)OC)O)O. Drug 2: CC=C1C(=O)NC(C(=O)OC2CC(=O)NC(C(=O)NC(CSSCCC=C2)C(=O)N1)C(C)C)C(C)C. Cell line: SN12C. Synergy scores: CSS=62.5, Synergy_ZIP=1.35, Synergy_Bliss=3.31, Synergy_Loewe=2.52, Synergy_HSA=3.47.